From a dataset of Forward reaction prediction with 1.9M reactions from USPTO patents (1976-2016). Predict the product of the given reaction. Given the reactants [CH3:1][C:2]([O:5][C:6]([N:8]1[CH2:13][CH2:12][N:11]([S:14]([NH2:17])(=[O:16])=[O:15])[CH2:10][CH2:9]1)=[O:7])([CH3:4])[CH3:3].C(=O)([O-])[O-].[Cs+].[Cs+].Cl[C:25]1[N:30]=[C:29]([S:31][CH2:32][C:33]2[CH:38]=[CH:37][CH:36]=[C:35]([F:39])[C:34]=2[F:40])[N:28]=[C:27]([O:41][CH2:42][CH2:43][CH2:44][OH:45])[CH:26]=1, predict the reaction product. The product is: [F:40][C:34]1[C:35]([F:39])=[CH:36][CH:37]=[CH:38][C:33]=1[CH2:32][S:31][C:29]1[N:30]=[C:25]([NH:17][S:14]([N:11]2[CH2:12][CH2:13][N:8]([C:6]([O:5][C:2]([CH3:1])([CH3:3])[CH3:4])=[O:7])[CH2:9][CH2:10]2)(=[O:16])=[O:15])[CH:26]=[C:27]([O:41][CH2:42][CH2:43][CH2:44][OH:45])[N:28]=1.